Dataset: Catalyst prediction with 721,799 reactions and 888 catalyst types from USPTO. Task: Predict which catalyst facilitates the given reaction. (1) Reactant: [C:1]([O:5][C:6](=[O:22])[CH2:7][CH2:8][N:9]1[CH2:14][CH2:13][O:12][CH:11]([C:15]2[CH:20]=[CH:19][C:18]([OH:21])=[CH:17][CH:16]=2)[CH2:10]1)([CH3:4])([CH3:3])[CH3:2].C([O-])([O-])=O.[K+].[K+].[Cl:29][C:30]1[CH:37]=[CH:36][CH:35]=[C:34]([Cl:38])[C:31]=1[CH2:32]Br. Product: [C:1]([O:5][C:6](=[O:22])[CH2:7][CH2:8][N:9]1[CH2:14][CH2:13][O:12][CH:11]([C:15]2[CH:16]=[CH:17][C:18]([O:21][CH2:32][C:31]3[C:30]([Cl:29])=[CH:37][CH:36]=[CH:35][C:34]=3[Cl:38])=[CH:19][CH:20]=2)[CH2:10]1)([CH3:4])([CH3:2])[CH3:3]. The catalyst class is: 23. (2) Reactant: [Cl-].[NH2:2][C:3]1[C:4]([C:11]([NH:13][CH:14]2[CH2:19][CH2:18][CH2:17][N+:16]([CH2:31][C:32]([O:34]CC)=[O:33])([CH2:20][CH2:21][CH2:22][C:23]3[CH:28]=[CH:27][C:26]([O:29][CH3:30])=[CH:25][CH:24]=3)[CH2:15]2)=[O:12])=[N:5][C:6]([Cl:10])=[C:7]([NH2:9])[N:8]=1. Product: [Cl-:10].[C:32]([CH2:31][N+:16]1([CH2:20][CH2:21][CH2:22][C:23]2[CH:28]=[CH:27][C:26]([O:29][CH3:30])=[CH:25][CH:24]=2)[CH2:17][CH2:18][CH2:19][CH:14]([NH:13][C:11]([C:4]2[C:3]([NH2:2])=[N:8][C:7]([NH2:9])=[C:6]([Cl:10])[N:5]=2)=[O:12])[CH2:15]1)([OH:34])=[O:33]. The catalyst class is: 33.